Dataset: Forward reaction prediction with 1.9M reactions from USPTO patents (1976-2016). Task: Predict the product of the given reaction. (1) Given the reactants [CH2:1]1[S:5][C@@H:4]([CH2:6][OH:7])[O:3][C@H:2]1[N:8]1[C:13](=[O:14])[N:12]=[C:11]([NH2:15])[C:10]([F:16])=[CH:9]1.CC#N.C([O-])(=O)CCC.C[O-].[Na+], predict the reaction product. The product is: [CH2:1]1[S:5][C@H:4]([CH2:6][OH:7])[O:3][C@@H:2]1[N:8]1[C:13](=[O:14])[N:12]=[C:11]([NH2:15])[C:10]([F:16])=[CH:9]1. (2) Given the reactants CC(C)([O-])C.[K+].C1(C)C(S([CH2:16][N+:17]#[C-])(=O)=O)=CC=CC=1.[CH2:20]([O:27][C:28]1[CH:29]=[CH:30][C:31]([O:36][CH3:37])=[C:32]([CH:35]=1)[CH:33]=O)[C:21]1[CH:26]=[CH:25][CH:24]=[CH:23][CH:22]=1.[Cl-].[NH4+], predict the reaction product. The product is: [CH2:20]([O:27][C:28]1[CH:29]=[CH:30][C:31]([O:36][CH3:37])=[C:32]([CH2:33][C:16]#[N:17])[CH:35]=1)[C:21]1[CH:26]=[CH:25][CH:24]=[CH:23][CH:22]=1. (3) Given the reactants [CH:1]1([N:4]([S:24]([C:27]2[CH:32]=[CH:31][CH:30]=[CH:29][N:28]=2)(=[O:26])=[O:25])[C:5]2[CH:6]=[C:7]([O:19][CH2:20][CH2:21][O:22][CH3:23])[CH:8]=[C:9]3[C:13]=2[NH:12][CH:11]([C:14]([O:16][CH2:17][CH3:18])=[O:15])[CH2:10]3)[CH2:3][CH2:2]1, predict the reaction product. The product is: [CH:1]1([N:4]([S:24]([C:27]2[CH:32]=[CH:31][CH:30]=[CH:29][N:28]=2)(=[O:26])=[O:25])[C:5]2[CH:6]=[C:7]([O:19][CH2:20][CH2:21][O:22][CH3:23])[CH:8]=[C:9]3[C:13]=2[NH:12][C:11]([C:14]([O:16][CH2:17][CH3:18])=[O:15])=[CH:10]3)[CH2:3][CH2:2]1. (4) The product is: [O:31]([C:29]1[CH:28]=[CH:27][C:23]([C:24]([OH:26])=[O:25])=[C:22]([NH:21][C:19](=[O:20])[C:18]2[CH:17]=[CH:16][C:15]([N:14]3[CH:7]=[CH:11][CH:10]=[CH:9]3)=[CH:39][CH:38]=2)[CH:30]=1)[C:32]1[CH:37]=[CH:36][CH:35]=[CH:34][CH:33]=1. Given the reactants C(O)(=O)C.CO[CH:7]1[CH2:11][CH2:10][CH:9](OC)O1.[NH2:14][C:15]1[CH:39]=[CH:38][C:18]([C:19]([NH:21][C:22]2[CH:30]=[C:29]([O:31][C:32]3[CH:37]=[CH:36][CH:35]=[CH:34][CH:33]=3)[CH:28]=[CH:27][C:23]=2[C:24]([OH:26])=[O:25])=[O:20])=[CH:17][CH:16]=1.C(=O)([O-])O.[Na+], predict the reaction product. (5) Given the reactants Br[C:2]1[CH:3]=[C:4]([CH:8]([OH:19])[CH2:9][CH2:10][NH:11][C:12](=[O:18])[O:13][C:14]([CH3:17])([CH3:16])[CH3:15])[CH:5]=[CH:6][CH:7]=1.[C:20]([C:22]1([OH:26])[CH2:25][CH2:24][CH2:23]1)#[CH:21], predict the reaction product. The product is: [OH:19][CH:8]([C:4]1[CH:5]=[CH:6][CH:7]=[C:2]([C:21]#[C:20][C:22]2([OH:26])[CH2:25][CH2:24][CH2:23]2)[CH:3]=1)[CH2:9][CH2:10][NH:11][C:12](=[O:18])[O:13][C:14]([CH3:17])([CH3:16])[CH3:15]. (6) Given the reactants [Cl:1][C:2]1[C:3]([CH3:24])=[C:4]([C:19]([NH:21][CH2:22][CH3:23])=[O:20])[C:5]([C:11]2[CH:16]=[C:15]([F:17])[CH:14]=[C:13]([F:18])[CH:12]=2)=[C:6]([CH:8]([OH:10])[CH3:9])[CH:7]=1.C(N(CC)C(C)C)(C)C.[CH3:34][S:35](Cl)(=[O:37])=[O:36], predict the reaction product. The product is: [CH3:34][S:35]([O:10][CH:8]([C:6]1[CH:7]=[C:2]([Cl:1])[C:3]([CH3:24])=[C:4]([C:19]([NH:21][CH2:22][CH3:23])=[O:20])[C:5]=1[C:11]1[CH:12]=[C:13]([F:18])[CH:14]=[C:15]([F:17])[CH:16]=1)[CH3:9])(=[O:37])=[O:36]. (7) Given the reactants [NH2:1][C@H:2]([C:4]1[N:13]([C:14]2[CH:19]=[CH:18][CH:17]=[C:16]([O:20][CH2:21][C:22]([F:25])([F:24])[F:23])[CH:15]=2)[C:12](=[O:26])[C:11]2[C:6](=[CH:7][CH:8]=[CH:9][C:10]=2[Cl:27])[N:5]=1)[CH3:3].Cl[C:29]1[C:30]2[CH:37]=[CH:36][NH:35][C:31]=2[N:32]=[CH:33][N:34]=1.C(N(C(C)C)CC)(C)C, predict the reaction product. The product is: [N:32]1[C:31]2[NH:35][CH:36]=[CH:37][C:30]=2[C:29]([NH:1][C@H:2]([C:4]2[N:13]([C:14]3[CH:19]=[CH:18][CH:17]=[C:16]([O:20][CH2:21][C:22]([F:23])([F:25])[F:24])[CH:15]=3)[C:12](=[O:26])[C:11]3[C:6](=[CH:7][CH:8]=[CH:9][C:10]=3[Cl:27])[N:5]=2)[CH3:3])=[N:34][CH:33]=1.